This data is from Reaction yield outcomes from USPTO patents with 853,638 reactions. The task is: Predict the reaction yield, written as a fraction of the theoretical maximum amount of product (1.0 means a 100% yield; for example, 0.34 means a 34% yield). (1) The reactants are [N:1]1([CH2:7][CH2:8][NH:9][C:10]([C:12]2[NH:13][C:14]([CH:18]=[C:19]3[C:27]4[C:26](Cl)=[N:25][CH:24]=[N:23][C:22]=4[NH:21][C:20]3=[O:29])=[C:15]([CH3:17])[CH:16]=2)=[O:11])[CH2:6][CH2:5][O:4][CH2:3][CH2:2]1.[CH3:30][N:31]1[CH2:36][CH2:35][NH:34][CH2:33][CH2:32]1. No catalyst specified. The yield is 0.470. The product is [N:1]1([CH2:7][CH2:8][NH:9][C:10]([C:12]2[NH:13][C:14]([CH:18]=[C:19]3[C:27]4[C:26]([N:34]5[CH2:35][CH2:36][N:31]([CH3:30])[CH2:32][CH2:33]5)=[N:25][CH:24]=[N:23][C:22]=4[NH:21][C:20]3=[O:29])=[C:15]([CH3:17])[CH:16]=2)=[O:11])[CH2:6][CH2:5][O:4][CH2:3][CH2:2]1. (2) The reactants are [CH3:1][O:2][C:3](=[O:26])[CH2:4][CH2:5][S:6][CH2:7][C:8]1[CH:13]=[CH:12][C:11]([C:14]2[O:18][N:17]=[CH:16][C:15]=2[C:19]([O:21]C(C)(C)C)=[O:20])=[CH:10][CH:9]=1.Cl. The catalyst is O1CCOCC1. The product is [CH3:1][O:2][C:3](=[O:26])[CH2:4][CH2:5][S:6][CH2:7][C:8]1[CH:13]=[CH:12][C:11]([C:14]2[O:18][N:17]=[CH:16][C:15]=2[C:19]([OH:21])=[O:20])=[CH:10][CH:9]=1. The yield is 0.980.